This data is from Full USPTO retrosynthesis dataset with 1.9M reactions from patents (1976-2016). The task is: Predict the reactants needed to synthesize the given product. (1) Given the product [F:1][C:2]1[C:3]([C:9]2[N:13]([CH:14]3[CH2:19][CH2:18][O:17][CH2:16][CH2:15]3)[C:12]([CH3:20])=[N:11][CH:10]=2)=[N:4][C:5]([NH:8][C:22]2[CH:27]=[CH:26][N:25]=[CH:24][CH:23]=2)=[N:6][CH:7]=1, predict the reactants needed to synthesize it. The reactants are: [F:1][C:2]1[C:3]([C:9]2[N:13]([CH:14]3[CH2:19][CH2:18][O:17][CH2:16][CH2:15]3)[C:12]([CH3:20])=[N:11][CH:10]=2)=[N:4][C:5]([NH2:8])=[N:6][CH:7]=1.Br[C:22]1[CH:27]=[CH:26][N:25]=[CH:24][CH:23]=1. (2) Given the product [CH2:36]([O:35][C:33]([N:22]1[CH2:23][CH2:24][CH:19]([CH2:18][CH2:17][N:14]2[CH2:13][CH2:12][N:11]([C:8]3[CH:9]=[CH:10][C:5]([S:2]([CH3:1])(=[O:4])=[O:3])=[CH:6][CH:7]=3)[CH2:16][CH2:15]2)[CH2:20][CH2:21]1)=[O:34])[CH2:37][CH3:38], predict the reactants needed to synthesize it. The reactants are: [CH3:1][S:2]([C:5]1[CH:10]=[CH:9][C:8]([N:11]2[CH2:16][CH2:15][N:14]([CH2:17][CH2:18][CH:19]3[CH2:24][CH2:23][NH:22][CH2:21][CH2:20]3)[CH2:13][CH2:12]2)=[CH:7][CH:6]=1)(=[O:4])=[O:3].CCN(CC)CC.Cl[C:33]([O:35][CH2:36][CH2:37][CH3:38])=[O:34].O. (3) Given the product [CH2:1]([O:8][N:9]([C@H:22]1[CH2:27][N:26]([C:28]([O:30][C:31]([CH3:34])([CH3:33])[CH3:32])=[O:29])[C@H:25]([CH2:35][OH:36])[CH:24]=[C:23]1[CH2:44][CH2:45][N+:46]([O-:48])=[O:47])[S:10]([C:13]1[CH:18]=[CH:17][CH:16]=[CH:15][C:14]=1[N+:19]([O-:21])=[O:20])(=[O:11])=[O:12])[C:2]1[CH:3]=[CH:4][CH:5]=[CH:6][CH:7]=1, predict the reactants needed to synthesize it. The reactants are: [CH2:1]([O:8][N:9]([C@H:22]1[CH2:27][N:26]([C:28]([O:30][C:31]([CH3:34])([CH3:33])[CH3:32])=[O:29])[C@H:25]([CH2:35][O:36][Si](C(C)(C)C)(C)C)[CH:24]=[C:23]1[CH2:44][CH2:45][N+:46]([O-:48])=[O:47])[S:10]([C:13]1[CH:18]=[CH:17][CH:16]=[CH:15][C:14]=1[N+:19]([O-:21])=[O:20])(=[O:12])=[O:11])[C:2]1[CH:7]=[CH:6][CH:5]=[CH:4][CH:3]=1.C(Cl)(=O)C. (4) Given the product [F:18][C:13]1[CH:12]=[C:11]([NH:10][C:8]([C:3]2[C:4]([CH3:7])=[N:5][S:6][C:2]=2[NH:1][C:20]2[N:25]=[C:24]([C:26]([NH:28][CH3:29])=[O:27])[CH:23]=[N:22][CH:21]=2)=[O:9])[CH:16]=[CH:15][C:14]=1[F:17], predict the reactants needed to synthesize it. The reactants are: [NH2:1][C:2]1[S:6][N:5]=[C:4]([CH3:7])[C:3]=1[C:8]([NH:10][C:11]1[CH:16]=[CH:15][C:14]([F:17])=[C:13]([F:18])[CH:12]=1)=[O:9].Cl[C:20]1[N:25]=[C:24]([C:26]([NH:28][CH3:29])=[O:27])[CH:23]=[N:22][CH:21]=1.C(=O)([O-])[O-].[Cs+].[Cs+].CC1(C)C2C(=C(P(C3C=CC=CC=3)C3C=CC=CC=3)C=CC=2)OC2C(P(C3C=CC=CC=3)C3C=CC=CC=3)=CC=CC1=2. (5) Given the product [CH3:13][C:4]1[CH:3]=[C:2]2[C:11]([NH:12][C:14](=[O:20])[C:15](=[O:16])[NH:1]2)=[CH:10][C:5]=1[C:6]([O:8][CH3:9])=[O:7], predict the reactants needed to synthesize it. The reactants are: [NH2:1][C:2]1[C:11]([NH2:12])=[CH:10][C:5]([C:6]([O:8][CH3:9])=[O:7])=[C:4]([CH3:13])[CH:3]=1.[C:14](OCC)(=[O:20])[C:15](OCC)=[O:16]. (6) Given the product [CH2:35]([O:37][C:38]([C:39]1[CH:11]([C:9]2[CH:8]=[CH:7][C:5]3[NH:6][C:2](=[O:1])[NH:3][C:4]=3[CH:10]=2)[C:25]2[C:24](=[O:29])[CH2:23][CH:22]([C:15]3[C:16]([CH3:21])=[CH:17][C:18]([CH3:20])=[CH:19][C:14]=3[CH3:13])[CH2:27][C:26]=2[NH:59][C:40]=1[CH2:41][CH2:42][CH:43]1[CH2:47][CH2:46][CH2:45][CH2:44]1)=[O:49])[CH3:36], predict the reactants needed to synthesize it. The reactants are: [O:1]=[C:2]1[NH:6][C:5]2[CH:7]=[CH:8][C:9]([CH:11]=O)=[CH:10][C:4]=2[NH:3]1.[CH3:13][C:14]1[CH:19]=[C:18]([CH3:20])[CH:17]=[C:16]([CH3:21])[C:15]=1[CH:22]1[CH2:27][C:26](=O)[CH2:25][C:24](=[O:29])[CH2:23]1.C([O-])(=O)C.[NH4+].[CH2:35]([O:37][C:38](=[O:49])[CH2:39][C:40](=O)[CH2:41][CH2:42][CH:43]1[CH2:47][CH2:46][CH2:45][CH2:44]1)[CH3:36].F[B-](F)(F)F.C([N+:59]1C=CN(C)C=1)CCC. (7) Given the product [CH3:1][S:2][CH2:3][O:4][P:8]([O:10][CH2:11][CH2:12][CH2:13][CH3:14])([O:18][CH2:19][CH2:20][CH2:21][CH3:22])=[O:9], predict the reactants needed to synthesize it. The reactants are: [CH3:1][S:2][CH2:3][O:4]CSC.[P:8]([O-])([O:18][CH2:19][C:20]1C=CC=[CH:22][CH:21]=1)([O:10][CH2:11][C:12]1C=CC=[CH:14][CH:13]=1)=[O:9].IN1C(=O)CCC1=O. (8) The reactants are: [C:1]([O:5][C:6]([N:8]1[CH2:13][CH2:12][N:11]([C:14]2[CH:19]=[CH:18][C:17]([C:20]3[CH:21]=[C:22]4[C:28](I)=[CH:27][N:26]([C:30]([O:32][C:33]([CH3:36])([CH3:35])[CH3:34])=[O:31])[C:23]4=[N:24][CH:25]=3)=[CH:16][C:15]=2[NH:37][S:38]([CH3:41])(=[O:40])=[O:39])[CH2:10][CH2:9]1)=[O:7])([CH3:4])([CH3:3])[CH3:2].[F:42][C:43]1[CH:44]=[C:45]([CH:61]=[CH:62][CH:63]=1)[CH2:46][N:47]1[CH:51]=[C:50](B2OC(C)(C)C(C)(C)O2)[CH:49]=[N:48]1.C(=O)([O-])[O-].[Na+].[Na+]. Given the product [C:1]([O:5][C:6]([N:8]1[CH2:13][CH2:12][N:11]([C:14]2[CH:19]=[CH:18][C:17]([C:20]3[CH:21]=[C:22]4[C:28]([C:50]5[CH:49]=[N:48][N:47]([CH2:46][C:45]6[CH:61]=[CH:62][CH:63]=[C:43]([F:42])[CH:44]=6)[CH:51]=5)=[CH:27][N:26]([C:30]([O:32][C:33]([CH3:36])([CH3:35])[CH3:34])=[O:31])[C:23]4=[N:24][CH:25]=3)=[CH:16][C:15]=2[NH:37][S:38]([CH3:41])(=[O:40])=[O:39])[CH2:10][CH2:9]1)=[O:7])([CH3:4])([CH3:3])[CH3:2], predict the reactants needed to synthesize it. (9) The reactants are: N[C:2]1[CH:12]=[CH:11][C:5]([C:6]([O:8]CC)=[O:7])=[CH:4][C:3]=1[Br:13].N(OC(C)(C)C)=O.B(F)(F)F.CCOCC.[Cu][C:31]#[N:32].[C-]#N.[Na+]. Given the product [Br:13][C:3]1[CH:4]=[C:5]([CH:11]=[CH:12][C:2]=1[C:31]#[N:32])[C:6]([OH:8])=[O:7], predict the reactants needed to synthesize it.